From a dataset of Peptide-MHC class II binding affinity with 134,281 pairs from IEDB. Regression. Given a peptide amino acid sequence and an MHC pseudo amino acid sequence, predict their binding affinity value. This is MHC class II binding data. (1) The peptide sequence is FKAAVAAAAGAPPAD. The MHC is HLA-DPA10103-DPB10301 with pseudo-sequence HLA-DPA10103-DPB10301. The binding affinity (normalized) is 0.662. (2) The peptide sequence is INLIIHYVDRPGALG. The MHC is HLA-DQA10102-DQB10602 with pseudo-sequence HLA-DQA10102-DQB10602. The binding affinity (normalized) is 0.330. (3) The MHC is HLA-DQA10501-DQB10301 with pseudo-sequence HLA-DQA10501-DQB10301. The peptide sequence is INEDTAAAIAYGLDR. The binding affinity (normalized) is 0.599. (4) The peptide sequence is SDYVYEPFPKRVWEQ. The MHC is HLA-DPA10103-DPB10301 with pseudo-sequence HLA-DPA10103-DPB10301. The binding affinity (normalized) is 0.0316. (5) The peptide sequence is LGWNIITFKDKTDIH. The MHC is HLA-DQA10501-DQB10302 with pseudo-sequence HLA-DQA10501-DQB10302. The binding affinity (normalized) is 0.410. (6) The peptide sequence is AAAAGWQTLSAALDA. The MHC is DRB1_1101 with pseudo-sequence DRB1_1101. The binding affinity (normalized) is 0.375. (7) The peptide sequence is SGREVIDAMCHATLT. The MHC is DRB1_0301 with pseudo-sequence DRB1_0301. The binding affinity (normalized) is 0.444. (8) The peptide sequence is QKQITKIQNFRVYYR. The MHC is DRB1_0901 with pseudo-sequence DRB1_0901. The binding affinity (normalized) is 0.412. (9) The peptide sequence is DVFYNGAYFVSSGKY. The MHC is DRB1_1201 with pseudo-sequence DRB1_1201. The binding affinity (normalized) is 0.456. (10) The peptide sequence is GEVLNALAYDVPIPG. The MHC is DRB1_0401 with pseudo-sequence DRB1_0401. The binding affinity (normalized) is 0.429.